Predict the reaction yield, written as a fraction of the theoretical maximum amount of product (1.0 means a 100% yield; for example, 0.34 means a 34% yield). From a dataset of Reaction yield outcomes from USPTO patents with 853,638 reactions. (1) The reactants are Br[C:2]1[CH:3]=[C:4]([NH:14][S:15]([CH3:18])(=[O:17])=[O:16])[CH:5]=[C:6]2[C:11]=1[O:10][CH:9]([CH2:12][CH3:13])[CH2:8][CH2:7]2.[CH3:19][N:20]1[CH:29]=[C:28](B2OC(C)(C)C(C)(C)O2)[C:27]2[C:22](=[CH:23][CH:24]=[CH:25][CH:26]=2)[C:21]1=[O:39].C([O-])([O-])=O.[K+].[K+]. The catalyst is O1CCOCC1.O.C1C=CC(P(C2C=CC=CC=2)[C-]2C=CC=C2)=CC=1.C1C=CC(P(C2C=CC=CC=2)[C-]2C=CC=C2)=CC=1.Cl[Pd]Cl.[Fe+2]. The product is [CH2:12]([CH:9]1[CH2:8][CH2:7][C:6]2[C:11](=[C:2]([C:28]3[C:27]4[C:22](=[CH:23][CH:24]=[CH:25][CH:26]=4)[C:21](=[O:39])[N:20]([CH3:19])[CH:29]=3)[CH:3]=[C:4]([NH:14][S:15]([CH3:18])(=[O:17])=[O:16])[CH:5]=2)[O:10]1)[CH3:13]. The yield is 0.190. (2) The reactants are [Cl:1][C:2]1[C:9]([O:10][CH3:11])=[C:8]([O:12]C)[C:7]([N+:14]([O-:16])=[O:15])=[CH:6][C:3]=1[CH:4]=[O:5].O.[Li+].[Cl-].C([O-])(O)=O.[Na+]. The catalyst is CN(C=O)C. The product is [Cl:1][C:2]1[C:9]([O:10][CH3:11])=[C:8]([OH:12])[C:7]([N+:14]([O-:16])=[O:15])=[CH:6][C:3]=1[CH:4]=[O:5]. The yield is 0.870.